Dataset: Full USPTO retrosynthesis dataset with 1.9M reactions from patents (1976-2016). Task: Predict the reactants needed to synthesize the given product. (1) The reactants are: [CH:1]1([C@H:5]([NH:7][C:8]2[N:16]=[C:15]([C:17]3[NH:21][C:20](=[O:22])[O:19][N:18]=3)[N:14]=[C:13]3[C:9]=2[N:10]([CH2:33][C@H:34]2[CH2:39][CH2:38][C@H:37]([CH3:40])[CH2:36][CH2:35]2)[C:11]([C:23]2[CH:28]=[C:27]([C:29]([CH3:31])=[CH2:30])[C:26]([F:32])=[CH:25][N:24]=2)=[N:12]3)[CH3:6])[CH2:4][CH2:3][CH2:2]1.[BH4-].[Na+]. Given the product [CH:1]1([C@H:5]([NH:7][C:8]2[N:16]=[C:15]([C:17]3[NH:21][C:20](=[O:22])[O:19][N:18]=3)[N:14]=[C:13]3[C:9]=2[N:10]([CH2:33][C@H:34]2[CH2:39][CH2:38][C@H:37]([CH3:40])[CH2:36][CH2:35]2)[C:11]([C:23]2[CH:28]=[C:27]([CH:29]([CH3:30])[CH3:31])[C:26]([F:32])=[CH:25][N:24]=2)=[N:12]3)[CH3:6])[CH2:4][CH2:3][CH2:2]1, predict the reactants needed to synthesize it. (2) Given the product [CH2:22]([N:17]1[C:16]([C:13]2[CH:14]=[CH:15][C:10]([Cl:9])=[CH:11][CH:12]=2)=[N:20][N:19]([CH2:2][C:3]2[N:4]=[CH:5][NH:6][C:7]=2[CH3:8])[C:18]1=[O:21])[CH:23]=[CH2:24], predict the reactants needed to synthesize it. The reactants are: O[CH2:2][C:3]1[N:4]=[CH:5][NH:6][C:7]=1[CH3:8].[Cl:9][C:10]1[CH:15]=[CH:14][C:13]([C:16]2[N:17]([CH2:22][CH:23]=[CH2:24])[C:18](=[O:21])[NH:19][N:20]=2)=[CH:12][CH:11]=1.C(=O)([O-])[O-].[K+].[K+]. (3) Given the product [C:35]([C:32]1[CH:31]=[CH:30][C:29]([C:10]([C:5]2[CH:4]=[CH:3][C:2]([C:44]3([OH:48])[CH2:47][CH2:46][CH2:45]3)=[C:7]([O:8][CH3:9])[N:6]=2)=[CH:11][CH:12]2[N:16]([CH2:17][C:18]3[CH:23]=[CH:22][C:21]([O:24][CH3:25])=[CH:20][C:19]=3[O:26][CH3:27])[C:15](=[O:28])[CH2:14][CH2:13]2)=[CH:34][CH:33]=1)([CH3:38])([CH3:36])[CH3:37], predict the reactants needed to synthesize it. The reactants are: Br[C:2]1[CH:3]=[CH:4][C:5](/[C:10](/[C:29]2[CH:34]=[CH:33][C:32]([C:35]([CH3:38])([CH3:37])[CH3:36])=[CH:31][CH:30]=2)=[CH:11]/[C@@H:12]2[N:16]([CH2:17][C:18]3[CH:23]=[CH:22][C:21]([O:24][CH3:25])=[CH:20][C:19]=3[O:26][CH3:27])[C:15](=[O:28])[CH2:14][CH2:13]2)=[N:6][C:7]=1[O:8][CH3:9].C([Li])CCC.[C:44]1(=[O:48])[CH2:47][CH2:46][CH2:45]1.[Cl-].[NH4+]. (4) Given the product [C:6]([CH2:7][C:13]1[CH:18]=[C:17]([N+:19]([O-:21])=[O:20])[C:16]([O:22][CH3:23])=[CH:15][C:14]=1[C:24]([OH:26])=[O:25])([OH:27])=[O:5], predict the reactants needed to synthesize it. The reactants are: [OH-].[Na+].C([O:5][C:6](=[O:27])[CH:7]([C:13]1[CH:18]=[C:17]([N+:19]([O-:21])=[O:20])[C:16]([O:22][CH3:23])=[CH:15][C:14]=1[C:24]([OH:26])=[O:25])C(OCC)=O)C.